Dataset: NCI-60 drug combinations with 297,098 pairs across 59 cell lines. Task: Regression. Given two drug SMILES strings and cell line genomic features, predict the synergy score measuring deviation from expected non-interaction effect. (1) Drug 1: C1=NC2=C(N1)C(=S)N=C(N2)N. Drug 2: CC1C(C(CC(O1)OC2CC(OC(C2O)C)OC3=CC4=CC5=C(C(=O)C(C(C5)C(C(=O)C(C(C)O)O)OC)OC6CC(C(C(O6)C)O)OC7CC(C(C(O7)C)O)OC8CC(C(C(O8)C)O)(C)O)C(=C4C(=C3C)O)O)O)O. Cell line: M14. Synergy scores: CSS=38.6, Synergy_ZIP=2.49, Synergy_Bliss=3.92, Synergy_Loewe=2.63, Synergy_HSA=3.01. (2) Drug 1: CC1=CC=C(C=C1)C2=CC(=NN2C3=CC=C(C=C3)S(=O)(=O)N)C(F)(F)F. Drug 2: C1CN(CCN1C(=O)CCBr)C(=O)CCBr. Cell line: A549. Synergy scores: CSS=32.2, Synergy_ZIP=11.9, Synergy_Bliss=12.0, Synergy_Loewe=4.61, Synergy_HSA=12.1. (3) Drug 1: CC=C1C(=O)NC(C(=O)OC2CC(=O)NC(C(=O)NC(CSSCCC=C2)C(=O)N1)C(C)C)C(C)C. Drug 2: C1C(C(OC1N2C=NC3=C2NC=NCC3O)CO)O. Cell line: SR. Synergy scores: CSS=41.2, Synergy_ZIP=0.633, Synergy_Bliss=0.728, Synergy_Loewe=-60.9, Synergy_HSA=0.541. (4) Drug 1: CS(=O)(=O)C1=CC(=C(C=C1)C(=O)NC2=CC(=C(C=C2)Cl)C3=CC=CC=N3)Cl. Drug 2: N.N.Cl[Pt+2]Cl. Cell line: OVCAR-5. Synergy scores: CSS=6.79, Synergy_ZIP=-2.43, Synergy_Bliss=0.828, Synergy_Loewe=-1.30, Synergy_HSA=-1.21. (5) Drug 1: CN1CCC(CC1)COC2=C(C=C3C(=C2)N=CN=C3NC4=C(C=C(C=C4)Br)F)OC. Drug 2: C1=CC(=C2C(=C1NCCNCCO)C(=O)C3=C(C=CC(=C3C2=O)O)O)NCCNCCO. Cell line: MDA-MB-231. Synergy scores: CSS=48.0, Synergy_ZIP=9.48, Synergy_Bliss=9.00, Synergy_Loewe=-0.899, Synergy_HSA=11.9. (6) Drug 1: C1CN1P(=S)(N2CC2)N3CC3. Drug 2: C1=NC2=C(N=C(N=C2N1C3C(C(C(O3)CO)O)F)Cl)N. Cell line: IGROV1. Synergy scores: CSS=6.85, Synergy_ZIP=-1.67, Synergy_Bliss=2.41, Synergy_Loewe=0.603, Synergy_HSA=0.757. (7) Drug 1: CC(CN1CC(=O)NC(=O)C1)N2CC(=O)NC(=O)C2. Drug 2: C1=CC(=CC=C1CC(C(=O)O)N)N(CCCl)CCCl.Cl. Cell line: SK-MEL-2. Synergy scores: CSS=36.9, Synergy_ZIP=4.05, Synergy_Bliss=10.4, Synergy_Loewe=7.91, Synergy_HSA=8.44.